Dataset: Full USPTO retrosynthesis dataset with 1.9M reactions from patents (1976-2016). Task: Predict the reactants needed to synthesize the given product. (1) Given the product [Br:18][C:12]1[S:11][C:10]([CH:13]2[O:17][CH2:16][CH2:15][O:14]2)=[CH:9][C:8]=1[O:1][C:2]1[CH:7]=[CH:6][CH:5]=[CH:4][CH:3]=1, predict the reactants needed to synthesize it. The reactants are: [O:1]([C:8]1[CH:9]=[C:10]([CH:13]2[O:17][CH2:16][CH2:15][O:14]2)[S:11][CH:12]=1)[C:2]1[CH:7]=[CH:6][CH:5]=[CH:4][CH:3]=1.[Br:18]N1C(=O)CCC1=O.C(=O)(O)[O-].[Na+]. (2) Given the product [CH3:11][O:12][C@@H:13]1[CH2:18][CH2:17][C@H:16]([OH:19])[CH2:15][CH2:14]1, predict the reactants needed to synthesize it. The reactants are: [Cl-].[Cl-].[Cl-].[Al+3].[H-].[Al+3].[Li+].[H-].[H-].[H-].[CH3:11][O:12][CH:13]1[CH2:18][CH2:17][CH:16]([OH:19])[CH2:15][CH2:14]1. (3) Given the product [CH:1]1([CH2:4][N:5]2[C:9]3=[N:10][CH:11]=[C:12]([NH2:14])[CH:13]=[C:8]3[N:7]=[C:6]2[CH2:17][C:18]2[CH:19]=[CH:20][C:21]([O:24][CH2:25][CH3:26])=[CH:22][CH:23]=2)[CH2:3][CH2:2]1, predict the reactants needed to synthesize it. The reactants are: [CH:1]1([CH2:4][N:5]2[C:9]3=[N:10][CH:11]=[C:12]([N+:14]([O-])=O)[CH:13]=[C:8]3[N:7]=[C:6]2[CH2:17][C:18]2[CH:23]=[CH:22][C:21]([O:24][CH2:25][CH3:26])=[CH:20][CH:19]=2)[CH2:3][CH2:2]1.